From a dataset of Peptide-MHC class I binding affinity with 185,985 pairs from IEDB/IMGT. Regression. Given a peptide amino acid sequence and an MHC pseudo amino acid sequence, predict their binding affinity value. This is MHC class I binding data. (1) The peptide sequence is RLPGPSDTPIL. The MHC is Mamu-B01 with pseudo-sequence Mamu-B01. The binding affinity (normalized) is 0. (2) The peptide sequence is TRSFTTHFL. The MHC is HLA-A02:01 with pseudo-sequence HLA-A02:01. The binding affinity (normalized) is 0.0847. (3) The peptide sequence is VLLEARQAY. The MHC is HLA-B15:02 with pseudo-sequence HLA-B15:02. The binding affinity (normalized) is 0.808. (4) The peptide sequence is SFLRKIGDK. The MHC is HLA-A31:01 with pseudo-sequence HLA-A31:01. The binding affinity (normalized) is 0.491. (5) The peptide sequence is YFPDWQNYT. The binding affinity (normalized) is 0.0847. The MHC is HLA-B57:03 with pseudo-sequence HLA-B57:03. (6) The peptide sequence is FIRDCSVAL. The MHC is HLA-B58:01 with pseudo-sequence HLA-B58:01. The binding affinity (normalized) is 0.0847. (7) The peptide sequence is KSRENSTLI. The MHC is HLA-B18:01 with pseudo-sequence HLA-B18:01. The binding affinity (normalized) is 0.0847.